This data is from Full USPTO retrosynthesis dataset with 1.9M reactions from patents (1976-2016). The task is: Predict the reactants needed to synthesize the given product. (1) Given the product [CH3:29][C:26]1([CH3:30])[O:25][C@@H:24]([CH2:23][N:13]2[C:14](=[O:22])[CH:15]=[C:16]([NH:17][CH3:18])[N:11]([C:5]3[CH:6]=[CH:7][C:8]([I:10])=[CH:9][C:4]=3[F:3])[C:12]2=[O:31])[CH2:28][O:27]1, predict the reactants needed to synthesize it. The reactants are: [BH4-].[Na+].[F:3][C:4]1[CH:9]=[C:8]([I:10])[CH:7]=[CH:6][C:5]=1[N:11]1[C:16](/[N:17]=[CH:18]/N(C)C)=[CH:15][C:14](=[O:22])[N:13]([CH2:23][C@H:24]2[CH2:28][O:27][C:26]([CH3:30])([CH3:29])[O:25]2)[C:12]1=[O:31].O. (2) Given the product [ClH:29].[C:25]1([CH3:28])[CH:24]=[CH:23][C:22]([O:21][C:18]2[CH:19]=[CH:20][C:15]([O:14][CH2:13][C@@H:9]3[CH2:10][CH2:11][CH2:12][NH:8]3)=[CH:16][CH:17]=2)=[CH:27][CH:26]=1.[C:25]1([CH3:28])[CH:24]=[CH:23][C:22]([O:21][C:18]2[CH:19]=[CH:20][C:15]([O:14][CH2:13][C@@H:9]3[CH2:10][CH2:11][CH2:12][NH:8]3)=[CH:16][CH:17]=2)=[CH:27][CH:26]=1, predict the reactants needed to synthesize it. The reactants are: C(OC([N:8]1[CH2:12][CH2:11][CH2:10][C@H:9]1[CH2:13][O:14][C:15]1[CH:20]=[CH:19][C:18]([O:21][C:22]2[CH:27]=[CH:26][C:25]([CH3:28])=[CH:24][CH:23]=2)=[CH:17][CH:16]=1)=O)(C)(C)C.[ClH:29]. (3) Given the product [CH2:1]([C@:4]1([CH3:30])[CH2:9][C@H:8]([C:10]2[CH:15]=[CH:14][CH:13]=[C:12]([Cl:16])[CH:11]=2)[C@@H:7]([C:17]2[CH:22]=[CH:21][C:20]([Cl:23])=[CH:19][CH:18]=2)[N:6]([C@@H:24]([CH2:27][CH3:28])[CH2:25][NH:40][CH2:39][C:36]2[CH:37]=[CH:38][C:33]([O:32][CH3:31])=[CH:34][CH:35]=2)[C:5]1=[O:29])[CH:2]=[CH2:3], predict the reactants needed to synthesize it. The reactants are: [CH2:1]([C@@:4]1([CH3:30])[CH2:9][C@H:8]([C:10]2[CH:15]=[CH:14][CH:13]=[C:12]([Cl:16])[CH:11]=2)[C@@H:7]([C:17]2[CH:22]=[CH:21][C:20]([Cl:23])=[CH:19][CH:18]=2)[N:6]([C@@H:24]([CH2:27][CH3:28])[CH:25]=O)[C:5]1=[O:29])[CH:2]=[CH2:3].[CH3:31][O:32][C:33]1[CH:38]=[CH:37][C:36]([CH2:39][NH2:40])=[CH:35][CH:34]=1.C(O[BH-](OC(=O)C)OC(=O)C)(=O)C.[Na+]. (4) Given the product [CH2:1]([N:8]1[CH2:13][CH2:12][NH:11][C@@H:10]([CH2:21][CH:22]([O:24][C:25]2[CH:30]=[CH:29][CH:28]=[CH:27][C:26]=2[Br:31])[CH3:23])[CH2:9]1)[C:2]1[CH:3]=[CH:4][CH:5]=[CH:6][CH:7]=1, predict the reactants needed to synthesize it. The reactants are: [CH2:1]([N:8]1[CH2:13][CH2:12][N:11](C(OC(C)(C)C)=O)[C@@H:10]([CH2:21][CH:22]([O:24][C:25]2[CH:30]=[CH:29][CH:28]=[CH:27][C:26]=2[Br:31])[CH3:23])[CH2:9]1)[C:2]1[CH:7]=[CH:6][CH:5]=[CH:4][CH:3]=1.Cl. (5) The reactants are: CO[C:3]([C:5]1[C:6]([OH:35])=[C:7]2[C:12](=[C:13]([C:15]3[CH:16]=[N:17][CH:18]=[N:19][CH:20]=3)[N:14]=1)[N:11]([CH2:21][C:22]1[CH:27]=[CH:26][CH:25]=[CH:24][CH:23]=1)[C:10](=[O:28])[C:9]([C:29]1[CH:34]=[CH:33][CH:32]=[CH:31][CH:30]=1)=[CH:8]2)=[O:4].[NH2:36][CH2:37][CH2:38][C:39]([OH:41])=[O:40].C[O-].[Na+]. Given the product [CH2:21]([N:11]1[C:12]2[C:7](=[C:6]([OH:35])[C:5]([C:3]([NH:36][CH2:37][CH2:38][C:39]([OH:41])=[O:40])=[O:4])=[N:14][C:13]=2[C:15]2[CH:20]=[N:19][CH:18]=[N:17][CH:16]=2)[CH:8]=[C:9]([C:29]2[CH:34]=[CH:33][CH:32]=[CH:31][CH:30]=2)[C:10]1=[O:28])[C:22]1[CH:23]=[CH:24][CH:25]=[CH:26][CH:27]=1, predict the reactants needed to synthesize it. (6) Given the product [OH:31][C:30]([CH3:33])([CH2:32][NH:37][CH3:36])[CH2:29][O:28][C:24]1[CH:23]=[C:22]([CH:27]=[CH:26][CH:25]=1)[O:21][C:8]1[C:9]([NH:11][S:12]([C:15]2[N:16]=[CH:17][N:18]([CH3:20])[CH:19]=2)(=[O:13])=[O:14])=[CH:10][C:5]2[N:4]([CH3:34])[C:3](=[O:35])[N:2]([CH3:1])[C:6]=2[CH:7]=1, predict the reactants needed to synthesize it. The reactants are: [CH3:1][N:2]1[C:6]2[CH:7]=[C:8]([O:21][C:22]3[CH:27]=[CH:26][CH:25]=[C:24]([O:28][CH2:29][C:30]4([CH3:33])[CH2:32][O:31]4)[CH:23]=3)[C:9]([NH:11][S:12]([C:15]3[N:16]=[CH:17][N:18]([CH3:20])[CH:19]=3)(=[O:14])=[O:13])=[CH:10][C:5]=2[N:4]([CH3:34])[C:3]1=[O:35].[CH3:36][NH2:37].